This data is from Full USPTO retrosynthesis dataset with 1.9M reactions from patents (1976-2016). The task is: Predict the reactants needed to synthesize the given product. (1) Given the product [CH:1]1([CH2:4][N:5]([C:6]2[CH:11]=[CH:10][C:9]([C:12]#[N:13])=[C:8]([C:14]#[N:15])[CH:7]=2)[C@H:17]([C:18]([O:20][C:21]([CH3:24])([CH3:23])[CH3:22])=[O:19])[CH3:25])[CH2:2][CH2:3]1, predict the reactants needed to synthesize it. The reactants are: [CH:1]1([CH2:4][NH:5][C:6]2[CH:7]=[C:8]([C:14]#[N:15])[C:9]([C:12]#[N:13])=[CH:10][CH:11]=2)[CH2:3][CH2:2]1.Br[CH:17]([CH3:25])[C:18]([O:20][C:21]([CH3:24])([CH3:23])[CH3:22])=[O:19]. (2) Given the product [CH2:1]1[C:9]2[C:4](=[CH:5][C:6]([NH:10][C:11]3[C:12](=[O:24])[NH:13][C:14](=[O:23])[C:15]=3[C:16]3[CH:21]=[CH:20][CH:19]=[C:18]([NH:22][C:33]([NH:32][C:28]4[CH:29]=[CH:30][CH:31]=[C:26]([F:25])[CH:27]=4)=[O:34])[CH:17]=3)=[CH:7][CH:8]=2)[CH2:3][CH2:2]1, predict the reactants needed to synthesize it. The reactants are: [CH2:1]1[C:9]2[C:4](=[CH:5][C:6]([NH:10][C:11]3[C:12](=[O:24])[NH:13][C:14](=[O:23])[C:15]=3[C:16]3[CH:21]=[CH:20][CH:19]=[C:18]([NH2:22])[CH:17]=3)=[CH:7][CH:8]=2)[CH2:3][CH2:2]1.[F:25][C:26]1[CH:27]=[C:28]([N:32]=[C:33]=[O:34])[CH:29]=[CH:30][CH:31]=1.C(=O)(O)[O-].[Na+]. (3) Given the product [CH2:1]([O:8][N:9]1[C:14]2[N:15]=[CH:16][N:17]=[CH:18][C:13]=2[C:12]([N:23]2[CH2:24][CH2:25][C:6]3[C:27](=[CH:4][CH:3]=[CH:2][CH:7]=3)[CH2:26]2)=[CH:11][C:10]1=[O:20])[C:2]1[CH:7]=[CH:6][CH:5]=[CH:4][CH:3]=1, predict the reactants needed to synthesize it. The reactants are: [CH2:1]([O:8][N:9]1[C:14]2[N:15]=[CH:16][N:17]=[CH:18][C:13]=2[C:12](O)=[CH:11][C:10]1=[O:20])[C:2]1[CH:7]=[CH:6][CH:5]=[CH:4][CH:3]=1.C([N:23]([CH2:26][CH3:27])[CH2:24][CH3:25])C. (4) Given the product [O:10]=[C:3]([C:4]1[CH:5]=[CH:6][CH:7]=[CH:8][CH:9]=1)[CH2:11][C:12]#[N:13], predict the reactants needed to synthesize it. The reactants are: CO[C:3](=[O:10])[C:4]1[CH:9]=[CH:8][CH:7]=[CH:6][CH:5]=1.[CH3:11][C:12]#[N:13].[H-].[Na+]. (5) Given the product [F:1][C:2]1[CH:3]=[C:4]([NH:8][C:9]([NH:11][CH:12]2[CH2:17][CH2:16][N:15]([S:26]([CH3:25])(=[O:28])=[O:27])[CH2:14][CH2:13]2)=[O:10])[CH:5]=[CH:6][CH:7]=1, predict the reactants needed to synthesize it. The reactants are: [F:1][C:2]1[CH:3]=[C:4]([NH:8][C:9]([NH:11][CH:12]2[CH2:17][CH2:16][NH:15][CH2:14][CH2:13]2)=[O:10])[CH:5]=[CH:6][CH:7]=1.C(N(CC)CC)C.[CH3:25][S:26](Cl)(=[O:28])=[O:27].O. (6) Given the product [F:1][C:2]([F:7])([F:6])[C:3]([OH:5])=[O:4].[F:1][C:2]([F:7])([F:6])[C:3]([OH:5])=[O:4].[NH2:14][CH2:15][C:16]1[CH:21]=[CH:20][C:19]([Cl:22])=[CH:18][C:17]=1[CH2:23][NH:24][C:25]([C@@H:27]1[CH2:31][CH2:30][CH2:29][N:28]1[C:32]([C:34]1[N:39]=[CH:38][CH:37]=[CH:36][N:35]=1)=[O:33])=[O:26], predict the reactants needed to synthesize it. The reactants are: [F:1][C:2]([F:7])([F:6])[C:3]([OH:5])=[O:4].C(OC(=O)[NH:14][CH2:15][C:16]1[CH:21]=[CH:20][C:19]([Cl:22])=[CH:18][C:17]=1[CH2:23][NH:24][C:25]([C@@H:27]1[CH2:31][CH2:30][CH2:29][N:28]1[C:32]([C:34]1[N:39]=[CH:38][CH:37]=[CH:36][N:35]=1)=[O:33])=[O:26])(C)(C)C.